The task is: Predict which catalyst facilitates the given reaction.. This data is from Catalyst prediction with 721,799 reactions and 888 catalyst types from USPTO. (1) The catalyst class is: 51. Product: [CH3:22][C:11]1[CH:10]=[CH:9][CH:8]=[C:7]2[C:12]=1[C:13](=[O:21])[N:14]([C:15]1[CH:16]=[CH:17][CH:18]=[CH:19][CH:20]=1)[C:5]([CH:2]([NH:1][C:24]1[N:32]=[CH:31][N:30]=[C:29]3[C:25]=1[N:26]=[CH:27][NH:28]3)[CH2:3][CH3:4])=[N:6]2. Reactant: [NH2:1][CH:2]([C:5]1[N:14]([C:15]2[CH:20]=[CH:19][CH:18]=[CH:17][CH:16]=2)[C:13](=[O:21])[C:12]2[C:7](=[CH:8][CH:9]=[CH:10][C:11]=2[CH3:22])[N:6]=1)[CH2:3][CH3:4].Br[C:24]1[N:32]=[CH:31][N:30]=[C:29]2[C:25]=1[NH:26][CH:27]=[N:28]2.C(N(C(C)C)CC)(C)C. (2) Reactant: Br[C:2]1[CH:3]=[C:4]2[C:8](=[CH:9][CH:10]=1)[NH:7][CH:6]=[C:5]2[CH2:11][C:12]([NH:14][C@H:15]([C:25]1[C:30]([C:31]2[CH:32]=[CH:33][C:34]([F:40])=[C:35]([CH:39]=2)[C:36]([NH2:38])=[O:37])=[CH:29][CH:28]=[CH:27][N:26]=1)[CH2:16][C:17]1[CH:22]=[C:21]([F:23])[CH:20]=[C:19]([F:24])[CH:18]=1)=[O:13].[CH3:41][S:42]([O-:44])=[O:43].[Na+]. Product: [F:24][C:19]1[CH:18]=[C:17]([CH2:16][C@@H:15]([C:25]2[C:30]([C:31]3[CH:32]=[CH:33][C:34]([F:40])=[C:35]([CH:39]=3)[C:36]([NH2:38])=[O:37])=[CH:29][CH:28]=[CH:27][N:26]=2)[NH:14][C:12](=[O:13])[CH2:11][C:5]2[C:4]3[C:8](=[CH:9][CH:10]=[C:2]([S:42]([CH3:41])(=[O:44])=[O:43])[CH:3]=3)[NH:7][CH:6]=2)[CH:22]=[C:21]([F:23])[CH:20]=1. The catalyst class is: 156. (3) Reactant: CON(C)[C:4]([C:6]1[C:14]2[C:9](=[CH:10][CH:11]=[C:12]([N+:15]([O-:17])=[O:16])[CH:13]=2)[N:8]([CH2:18][O:19][CH2:20][CH2:21][Si:22]([CH3:25])([CH3:24])[CH3:23])[N:7]=1)=[O:5].[H-].C([Al+]CC(C)C)C(C)C.C(O)(=O)C. Product: [N+:15]([C:12]1[CH:13]=[C:14]2[C:9](=[CH:10][CH:11]=1)[N:8]([CH2:18][O:19][CH2:20][CH2:21][Si:22]([CH3:23])([CH3:25])[CH3:24])[N:7]=[C:6]2[CH:4]=[O:5])([O-:17])=[O:16]. The catalyst class is: 20. (4) Reactant: C(N(CC)C(=O)COC1C=CC(CCO[C:21]2[CH:30]=[CH:29][CH:28]=[CH:27][C:22]=2[C:23]([O:25]C)=[O:24])=CC=1)C1C=CC=CC=1.[OH-].[Li+]. Product: [C:23]([OH:25])(=[O:24])[C:22]1[CH:27]=[CH:28][CH:29]=[CH:30][CH:21]=1. The catalyst class is: 20. (5) Reactant: [Cl:1][C:2]1[CH:13]=[C:12]([Cl:14])[CH:11]=[CH:10][C:3]=1[CH:4]=[C:5]([C:8]#[N:9])[C:6]#[N:7].[C:15]([C:18]1[CH:23]=[CH:22][CH:21]=[CH:20][CH:19]=1)(=O)[CH3:16].C([O-])(=O)C.[NH4+:28].C1(C)C=CC=CC=1. Product: [NH2:9][C:8]1[N:28]=[C:15]([C:18]2[CH:23]=[CH:22][CH:21]=[CH:20][CH:19]=2)[CH:16]=[C:4]([C:3]2[CH:10]=[CH:11][C:12]([Cl:14])=[CH:13][C:2]=2[Cl:1])[C:5]=1[C:6]#[N:7]. The catalyst class is: 13. (6) Reactant: [CH3:1][C:2]1[N:3]=[CH:4][N:5]([C:7]2[CH:12]=[C:11]([O:13][C:14]3[CH:15]=[N:16][C:17]([N+:20]([O-])=O)=[CH:18][CH:19]=3)[CH:10]=[CH:9][N:8]=2)[CH:6]=1.C1COCC1. Product: [CH3:1][C:2]1[N:3]=[CH:4][N:5]([C:7]2[CH:12]=[C:11]([O:13][C:14]3[CH:19]=[CH:18][C:17]([NH2:20])=[N:16][CH:15]=3)[CH:10]=[CH:9][N:8]=2)[CH:6]=1. The catalyst class is: 19. (7) Reactant: [NH2:1][CH:2]([CH3:9])[CH2:3][NH:4][S:5]([CH3:8])(=[O:7])=[O:6].[Cl:10][C:11]1[N:16]=[C:15](Cl)[C:14]([Cl:18])=[CH:13][N:12]=1.CCN(CC)CC. Product: [Cl:10][C:11]1[N:16]=[C:15]([NH:1][CH:2]([CH3:9])[CH2:3][NH:4][S:5]([CH3:8])(=[O:7])=[O:6])[C:14]([Cl:18])=[CH:13][N:12]=1. The catalyst class is: 1.